This data is from Full USPTO retrosynthesis dataset with 1.9M reactions from patents (1976-2016). The task is: Predict the reactants needed to synthesize the given product. (1) Given the product [Cl:8][CH2:7][C@@H:6]([OH:9])[CH2:5][C:4]([O:3][CH2:1][CH3:2])=[O:10], predict the reactants needed to synthesize it. The reactants are: [CH2:1]([O:3][C:4](=[O:10])[CH2:5][C:6](=[O:9])[CH2:7][Cl:8])[CH3:2]. (2) Given the product [CH:20]([C:18]1[N:19]=[C:15]([CH2:14][O:1][C:2]2[CH:7]=[CH:6][N:5]=[C:4]([C:8]([O:10][CH2:11][CH3:12])=[O:9])[CH:3]=2)[S:16][CH:17]=1)([CH3:22])[CH3:21], predict the reactants needed to synthesize it. The reactants are: [OH:1][C:2]1[CH:7]=[CH:6][N:5]=[C:4]([C:8]([O:10][CH2:11][CH3:12])=[O:9])[CH:3]=1.Cl[CH2:14][C:15]1[S:16][CH:17]=[C:18]([CH:20]([CH3:22])[CH3:21])[N:19]=1.[I-].[K+].C(=O)([O-])[O-].[K+].[K+].